From a dataset of Full USPTO retrosynthesis dataset with 1.9M reactions from patents (1976-2016). Predict the reactants needed to synthesize the given product. (1) Given the product [Br:17][C:14]1[CH:13]=[CH:12][C:11]([C:9]2[N:27]([C:14]3[CH:15]=[CH:16][C:11]([CH3:9])=[CH:12][CH:13]=3)[N:26]=[C:7]([CH2:6][CH:5]([C:18]3[CH:19]=[C:20]([CH3:24])[CH:21]=[CH:22][CH:23]=3)[C:4]([OH:3])=[O:25])[CH:8]=2)=[CH:16][CH:15]=1, predict the reactants needed to synthesize it. The reactants are: C([O:3][C:4](=[O:25])[CH:5]([C:18]1[CH:19]=[C:20]([CH3:24])[CH:21]=[CH:22][CH:23]=1)[CH2:6][C:7]#[C:8][C:9]([C:11]1[CH:16]=[CH:15][C:14]([Br:17])=[CH:13][CH:12]=1)=O)C.[NH2:26][NH2:27].C([O-])([O-])=O.[Cs+].[Cs+]. (2) Given the product [C:1]([NH:5][C:6]([C:8]1[C:16]2[C:11](=[N:12][CH:13]=[C:14]([C:32]3[C:31]4[C:35](=[CH:36][CH:37]=[C:29]([O:28][CH:27]([F:26])[F:51])[CH:30]=4)[NH:34][N:33]=3)[N:15]=2)[N:10]([CH2:18][O:19][CH2:20][CH2:21][Si:22]([CH3:25])([CH3:24])[CH3:23])[CH:9]=1)=[O:7])([CH3:4])([CH3:3])[CH3:2], predict the reactants needed to synthesize it. The reactants are: [C:1]([NH:5][C:6]([C:8]1[C:16]2[C:11](=[N:12][CH:13]=[C:14](Br)[N:15]=2)[N:10]([CH2:18][O:19][CH2:20][CH2:21][Si:22]([CH3:25])([CH3:24])[CH3:23])[CH:9]=1)=[O:7])([CH3:4])([CH3:3])[CH3:2].[F:26][CH:27]([F:51])[O:28][C:29]1[CH:30]=[C:31]2[C:35](=[CH:36][CH:37]=1)[NH:34][N:33]=[C:32]2[Sn](CCCC)(CCCC)CCCC. (3) Given the product [C:1]12([C:11]3[C:16]([OH:17])=[C:15]([CH:14]=[C:13]([CH3:20])[CH:12]=3)[CH2:18][Br:25])[CH2:10][CH:5]3[CH2:6][CH:7]([CH2:9][CH:3]([CH2:4]3)[CH2:2]1)[CH2:8]2, predict the reactants needed to synthesize it. The reactants are: [C:1]12([C:11]3[CH:12]=[C:13]([CH3:20])[CH:14]=[C:15]([CH2:18]O)[C:16]=3[OH:17])[CH2:10][CH:5]3[CH2:6][CH:7]([CH2:9][CH:3]([CH2:4]3)[CH2:2]1)[CH2:8]2.ClCCl.P(Br)(Br)[Br:25]. (4) Given the product [N:1]1[C:10]2[C:5](=[CH:6][C:7]([NH:11][C:12](=[O:14])[CH3:13])=[CH:8][CH:9]=2)[N:4]=[CH:3][CH:2]=1, predict the reactants needed to synthesize it. The reactants are: [N:1]1[C:10]2[C:5](=[CH:6][C:7]([NH2:11])=[CH:8][CH:9]=2)[N:4]=[CH:3][CH:2]=1.[C:12](OC(=O)C)(=[O:14])[CH3:13]. (5) Given the product [OH:20][C:21]1[CH:32]=[CH:31][C:24]2[S:25][CH:26]=[C:27]([C:28]([OH:30])=[O:29])[C:23]=2[CH:22]=1, predict the reactants needed to synthesize it. The reactants are: COC1C2C=CC=CC=2SC=1C(O)=O.B(Br)(Br)Br.C[O:20][C:21]1[CH:32]=[CH:31][C:24]2[S:25][CH:26]=[C:27]([C:28]([OH:30])=[O:29])[C:23]=2[CH:22]=1.[OH-].[Na+]. (6) The reactants are: [C:1]([N:8]1[CH2:13][CH2:12][C:11](=[CH2:14])[CH2:10][CH2:9]1)([O:3][C:4]([CH3:7])([CH3:6])[CH3:5])=[O:2].[BH:15]1C2CCCC1CCC2.Br[C:25]1[CH:26]=[C:27]2[C:31](=[CH:32][CH:33]=1)[NH:30][N:29]=[C:28]2[C:34]1[N:35]=[N:36][N:37]([C:39]2[CH:44]=[CH:43][C:42]([C:45]([N:47]3[CH2:52][CH2:51][O:50][CH2:49][CH2:48]3)=[O:46])=[CH:41][CH:40]=2)[CH:38]=1.C(=O)([O-])[O-].[K+].[K+]. Given the product [BH3:15].[N:47]1([C:45]([C:42]2[CH:41]=[CH:40][C:39]([N:37]3[CH:38]=[C:34]([C:28]4[C:27]5[C:31](=[CH:32][CH:33]=[C:25]([CH2:14][CH:11]6[CH2:10][CH2:9][N:8]([C:1]([O:3][C:4]([CH3:7])([CH3:6])[CH3:5])=[O:2])[CH2:13][CH2:12]6)[CH:26]=5)[NH:30][N:29]=4)[N:35]=[N:36]3)=[CH:44][CH:43]=2)=[O:46])[CH2:48][CH2:49][O:50][CH2:51][CH2:52]1, predict the reactants needed to synthesize it. (7) Given the product [CH3:1][O:2][C:3]1[CH:4]=[C:5]2[C:10](=[CH:11][C:12]=1[O:13][CH3:14])[N:9]=[CH:8][CH:7]=[C:6]2[O:15][C:16]1[CH:22]=[CH:21][C:19]([NH:20][C:41](=[O:47])[O:42][CH2:43][C:56]2[CH:53]=[CH:52][C:51]([O:50][CH3:49])=[C:58]([O:59][CH3:60])[CH:57]=2)=[CH:18][CH:17]=1, predict the reactants needed to synthesize it. The reactants are: [CH3:1][O:2][C:3]1[CH:4]=[C:5]2[C:10](=[CH:11][C:12]=1[O:13][CH3:14])[N:9]=[CH:8][CH:7]=[C:6]2[O:15][C:16]1[CH:22]=[CH:21][C:19]([NH2:20])=[CH:18][CH:17]=1.C1(C)C=CC=CC=1.C(N(CC)CC)C.ClC(Cl)(O[C:41](=[O:47])[O:42][C:43](Cl)(Cl)Cl)Cl.[CH3:49][O:50][C:51]1[CH:52]=[C:53]([CH:56]=[CH:57][C:58]=1[O:59][CH3:60])CO. (8) Given the product [F:37][C:34]([F:35])([F:36])[C:29]1[NH:30][C:31]2[C:27]([CH:28]=1)=[CH:26][C:25]([C:2]1[N:7]=[N:6][C:5]([O:8][C@@H:9]3[CH:14]4[CH2:15][CH2:16][N:11]([CH2:12][CH2:13]4)[CH2:10]3)=[CH:4][CH:3]=1)=[CH:33][CH:32]=2, predict the reactants needed to synthesize it. The reactants are: Cl[C:2]1[N:7]=[N:6][C:5]([O:8][C@@H:9]2[CH:14]3[CH2:15][CH2:16][N:11]([CH2:12][CH2:13]3)[CH2:10]2)=[CH:4][CH:3]=1.CC1(C)C(C)(C)OB([C:25]2[CH:26]=[C:27]3[C:31](=[CH:32][CH:33]=2)[NH:30][C:29]([C:34]([F:37])([F:36])[F:35])=[CH:28]3)O1.N. (9) Given the product [CH3:12][N:13]([CH3:23])[S:14]([C:17]1[S:21][C:20]([N:22]2[CH:8]([C:7]3[CH:10]=[CH:11][C:4]([CH:1]([CH3:3])[CH3:2])=[CH:5][CH:6]=3)[C:29]([C:30](=[O:38])[C:31]3[CH:36]=[CH:35][C:34]([CH3:37])=[CH:33][CH:32]=3)=[C:28]([OH:39])[C:27]2=[O:26])=[N:19][CH:18]=1)(=[O:15])=[O:16], predict the reactants needed to synthesize it. The reactants are: [CH:1]([C:4]1[CH:11]=[CH:10][C:7]([CH:8]=O)=[CH:6][CH:5]=1)([CH3:3])[CH3:2].[CH3:12][N:13]([CH3:23])[S:14]([C:17]1[S:21][C:20]([NH2:22])=[N:19][CH:18]=1)(=[O:16])=[O:15].C([O:26][C:27](=O)[C:28]([OH:39])=[CH:29][C:30](=[O:38])[C:31]1[CH:36]=[CH:35][C:34]([CH3:37])=[CH:33][CH:32]=1)C. (10) Given the product [C:32]([OH:44])(=[O:43])[CH2:33][C:34]([CH2:39][C:40]([OH:42])=[O:41])([C:36]([OH:38])=[O:37])[OH:35].[CH2:1]([O:3][C:4]([C:6]1[S:15][C:14]2[C:13]3[CH:16]=[C:17]([Cl:27])[CH:18]=[C:19]([O:20][CH2:21][CH2:22][CH2:23][N:24]([CH3:26])[CH3:25])[C:12]=3[O:11][C:10]3[CH:28]=[CH:29][CH:30]=[CH:31][C:9]=3[C:8]=2[CH:7]=1)=[O:5])[CH3:2], predict the reactants needed to synthesize it. The reactants are: [CH2:1]([O:3][C:4]([C:6]1[S:15][C:14]2[C:13]3[CH:16]=[C:17]([Cl:27])[CH:18]=[C:19]([O:20][CH2:21][CH2:22][CH2:23][N:24]([CH3:26])[CH3:25])[C:12]=3[O:11][C:10]3[CH:28]=[CH:29][CH:30]=[CH:31][C:9]=3[C:8]=2[CH:7]=1)=[O:5])[CH3:2].[C:32]([OH:44])(=[O:43])[CH2:33][C:34]([CH2:39][C:40]([OH:42])=[O:41])([C:36]([OH:38])=[O:37])[OH:35].